Dataset: Full USPTO retrosynthesis dataset with 1.9M reactions from patents (1976-2016). Task: Predict the reactants needed to synthesize the given product. (1) The reactants are: [Br:1][C:2]1[N:7]=[C:6](Cl)[C:5]([O:9][CH2:10][CH2:11][OH:12])=[CH:4][CH:3]=1.[OH-].[K+].C1OCCOCCOCCOCCOCCOC1. Given the product [Br:1][C:2]1[N:7]=[C:6]2[O:12][CH2:11][CH2:10][O:9][C:5]2=[CH:4][CH:3]=1, predict the reactants needed to synthesize it. (2) Given the product [CH3:1][O:2][C:3]([C:5]1([CH2:10][CH2:11][CH2:12][CH2:13][S:16][CH3:15])[CH2:9][CH2:8][CH2:7][CH2:6]1)=[O:4], predict the reactants needed to synthesize it. The reactants are: [CH3:1][O:2][C:3]([C:5]1([CH2:10][CH2:11][CH2:12][CH2:13]Br)[CH2:9][CH2:8][CH2:7][CH2:6]1)=[O:4].[CH3:15][S-:16].[Na+].O. (3) Given the product [ClH:36].[NH2:26][CH2:25][C@@H:24]([C:21]1[CH:20]=[CH:19][C:18]([C:4]2[C:5]3[C:6]4[CH:17]=[CH:16][S:15][C:7]=4[C:8](=[O:14])[NH:9][C:10]=3[C:11]([CH3:13])=[CH:12][C:3]=2[O:2][CH3:1])=[CH:23][CH:22]=1)[CH2:34][CH3:35], predict the reactants needed to synthesize it. The reactants are: [CH3:1][O:2][C:3]1[CH:12]=[C:11]([CH3:13])[C:10]2[NH:9][C:8](=[O:14])[C:7]3[S:15][CH:16]=[CH:17][C:6]=3[C:5]=2[C:4]=1[C:18]1[CH:23]=[CH:22][C:21]([C@@H:24]([CH2:34][CH3:35])[CH2:25][NH:26]C(=O)OC(C)(C)C)=[CH:20][CH:19]=1.[ClH:36]. (4) Given the product [NH2:1][C:2]1[N:3]=[C:4]([C:15]2[S:24][C:23]3[C:22]4[CH:25]=[CH:26][C:27]([C:29]([NH:34][CH3:33])=[O:31])=[CH:28][C:21]=4[O:20][CH2:19][CH2:18][C:17]=3[CH:16]=2)[N:5]([C:7]2[CH:12]=[CH:11][C:10]([F:13])=[CH:9][C:8]=2[F:14])[N:6]=1, predict the reactants needed to synthesize it. The reactants are: [NH2:1][C:2]1[N:3]=[C:4]([C:15]2[S:24][C:23]3[C:22]4[CH:25]=[CH:26][C:27]([C:29]([OH:31])=O)=[CH:28][C:21]=4[O:20][CH2:19][CH2:18][C:17]=3[CH:16]=2)[N:5]([C:7]2[CH:12]=[CH:11][C:10]([F:13])=[CH:9][C:8]=2[F:14])[N:6]=1.Cl.[CH3:33][NH2:34]. (5) Given the product [C:1]([NH:4][C:5]([CH2:16][C:17]([C:19]1[CH:24]=[CH:23][C:22]([S:25][C:26]2[CH:31]=[CH:30][C:29]([C:32](=[O:35])[CH2:33][O:41][C:36](=[O:40])[CH2:37][CH2:38][CH3:39])=[CH:28][CH:27]=2)=[CH:21][CH:20]=1)=[O:18])([C:11]([O:13][CH2:14][CH3:15])=[O:12])[C:6]([O:8][CH2:9][CH3:10])=[O:7])(=[O:3])[CH3:2], predict the reactants needed to synthesize it. The reactants are: [C:1]([NH:4][C:5]([CH2:16][C:17]([C:19]1[CH:24]=[CH:23][C:22]([S:25][C:26]2[CH:31]=[CH:30][C:29]([C:32](=[O:35])[CH2:33]Cl)=[CH:28][CH:27]=2)=[CH:21][CH:20]=1)=[O:18])([C:11]([O:13][CH2:14][CH3:15])=[O:12])[C:6]([O:8][CH2:9][CH3:10])=[O:7])(=[O:3])[CH3:2].[C:36]([OH:41])(=[O:40])[CH2:37][CH2:38][CH3:39].CCN(CC)CC. (6) Given the product [C:1]([N:8]1[C:20]2[CH:19]=[CH:18][C:17]([CH2:21][Br:22])=[CH:16][C:15]=2[C:14]2[C:9]1=[CH:10][CH:11]=[CH:12][CH:13]=2)([O:3][C:4]([CH3:7])([CH3:6])[CH3:5])=[O:2], predict the reactants needed to synthesize it. The reactants are: [C:1]([N:8]1[C:20]2[CH:19]=[CH:18][C:17]([CH3:21])=[CH:16][C:15]=2[C:14]2[C:9]1=[CH:10][CH:11]=[CH:12][CH:13]=2)([O:3][C:4]([CH3:7])([CH3:6])[CH3:5])=[O:2].[Br:22]N1C(=O)CCC1=O.C(OOC(=O)C1C=CC=CC=1)(=O)C1C=CC=CC=1. (7) Given the product [N+:9]([C:5]1[CH:6]=[C:7]2[N:8]=[C:12]([CH2:13][OH:14])[NH:1][C:2]2=[N:3][CH:4]=1)([O-:11])=[O:10], predict the reactants needed to synthesize it. The reactants are: [NH2:1][C:2]1[C:7]([NH2:8])=[CH:6][C:5]([N+:9]([O-:11])=[O:10])=[CH:4][N:3]=1.[C:12](O)(=O)[CH2:13][OH:14].[NH4+].[OH-]. (8) Given the product [Br:1][C:2]1[CH:10]=[CH:9][C:8]([C:11]([O:13][CH3:14])=[O:12])=[C:7]2[C:3]=1[CH:4]=[CH:5][N:6]2[S:17]([C:20]1[CH:26]=[CH:25][C:23]([CH3:24])=[CH:22][CH:21]=1)(=[O:19])=[O:18], predict the reactants needed to synthesize it. The reactants are: [Br:1][C:2]1[CH:10]=[CH:9][C:8]([C:11]([O:13][CH3:14])=[O:12])=[C:7]2[C:3]=1[CH:4]=[CH:5][NH:6]2.[H-].[Na+].[S:17](Cl)([C:20]1[CH:26]=[CH:25][C:23]([CH3:24])=[CH:22][CH:21]=1)(=[O:19])=[O:18].